This data is from Reaction yield outcomes from USPTO patents with 853,638 reactions. The task is: Predict the reaction yield, written as a fraction of the theoretical maximum amount of product (1.0 means a 100% yield; for example, 0.34 means a 34% yield). (1) The reactants are CC1C=CC(C(O)=O)=CC=1.C(ON1C(=O)C2=CC=CC=C2C1=O)(=O)C1C=CC=CC=1.O=O.[C:33](O)(=[O:43])[C:34]1[CH:42]=[CH:41][C:37]([C:38]([OH:40])=[O:39])=[CH:36][CH:35]=1. The catalyst is [Ti].O.O.O.O.C([O-])(=O)C.[Co+2].C([O-])(=O)C.O.O.O.O.C([O-])(=O)C.[Mn+2].C([O-])(=O)C.C(O)(=O)C. The product is [C:38]([C:37]1[CH:41]=[CH:42][C:34]([CH:33]=[O:43])=[CH:35][CH:36]=1)([OH:40])=[O:39]. The yield is 0.632. (2) The catalyst is CO.C(Cl)Cl.[Pd]. The product is [CH3:21][C:14]1[CH:13]=[C:12]([N:9]2[CH2:10][CH2:11][CH:7]([N:3]3[CH2:4][CH2:5][CH2:6][C@H:2]3[CH3:1])[CH2:8]2)[CH:17]=[CH:16][C:15]=1[NH2:18]. The reactants are [CH3:1][C@@H:2]1[CH2:6][CH2:5][CH2:4][N:3]1[CH:7]1[CH2:11][CH2:10][N:9]([C:12]2[CH:17]=[CH:16][C:15]([N+:18]([O-])=O)=[C:14]([CH3:21])[CH:13]=2)[CH2:8]1.[H][H]. The yield is 1.00. (3) The reactants are [NH2:1][C:2]1[C:3]([F:27])=[CH:4][C:5]([Cl:26])=[C:6]([C:8]2[C:9](=[O:25])[N:10]([CH2:23][CH3:24])[C:11]3[C:16]([CH:17]=2)=[CH:15][N:14]=[C:13]([NH:18][CH2:19][CH2:20][S:21][CH3:22])[CH:12]=3)[CH:7]=1.[C:28]1([N:34]=[C:35]=[O:36])[CH:33]=[CH:32][CH:31]=[CH:30][CH:29]=1. The catalyst is C(Cl)Cl. The product is [Cl:26][C:5]1[C:6]([C:8]2[C:9](=[O:25])[N:10]([CH2:23][CH3:24])[C:11]3[C:16]([CH:17]=2)=[CH:15][N:14]=[C:13]([NH:18][CH2:19][CH2:20][S:21][CH3:22])[CH:12]=3)=[CH:7][C:2]([NH:1][C:35]([NH:34][C:28]2[CH:33]=[CH:32][CH:31]=[CH:30][CH:29]=2)=[O:36])=[C:3]([F:27])[CH:4]=1. The yield is 0.390. (4) The reactants are [C:1]([CH:3]([CH2:9][C:10]([C:12]1[CH:17]=[CH:16][CH:15]=[CH:14][C:13]=1[F:18])=O)[C:4]([O:6][CH2:7][CH3:8])=[O:5])#[N:2].C(OCC)(=O)C.[ClH:25]. No catalyst specified. The product is [Cl:25][C:1]1[NH:2][C:10]([C:12]2[CH:17]=[CH:16][CH:15]=[CH:14][C:13]=2[F:18])=[CH:9][C:3]=1[C:4]([O:6][CH2:7][CH3:8])=[O:5]. The yield is 0.530.